Dataset: Reaction yield outcomes from USPTO patents with 853,638 reactions. Task: Predict the reaction yield, written as a fraction of the theoretical maximum amount of product (1.0 means a 100% yield; for example, 0.34 means a 34% yield). (1) The reactants are [CH3:1][C:2]1([CH3:28])[N:5]([C:6]([C:8]2[CH:13]=[CH:12][CH:11]=[CH:10][C:9]=2[N+:14]([O-])=O)=[O:7])[N:4]([CH:17]2[CH:24]3[CH2:25][CH:20]4[CH2:21][CH:22]([CH2:26][CH:18]2[CH2:19]4)[CH2:23]3)[C:3]1=[O:27]. The catalyst is C(O)C.O1CCCC1.[C].[Pd]. The product is [NH2:14][C:9]1[CH:10]=[CH:11][CH:12]=[CH:13][C:8]=1[C:6]([N:5]1[C:2]([CH3:1])([CH3:28])[C:3](=[O:27])[N:4]1[CH:17]1[CH:24]2[CH2:25][CH:20]3[CH2:21][CH:22]([CH2:26][CH:18]1[CH2:19]3)[CH2:23]2)=[O:7]. The yield is 0.961. (2) No catalyst specified. The reactants are Br[C:2]1[CH:3]=[CH:4][C:5]([F:27])=[C:6]([CH2:8][CH2:9][N:10]2[CH2:15][CH2:14][N:13]([C:16]3[CH:25]=[CH:24][CH:23]=[C:22]4[C:17]=3[CH:18]=[CH:19][C:20]([CH3:26])=[N:21]4)[CH2:12][CH2:11]2)[CH:7]=1.[C:28]([NH2:31])(=[O:30])[CH3:29]. The yield is 0.660. The product is [F:27][C:5]1[CH:4]=[CH:3][C:2]([NH:31][C:28](=[O:30])[CH3:29])=[CH:7][C:6]=1[CH2:8][CH2:9][N:10]1[CH2:15][CH2:14][N:13]([C:16]2[CH:25]=[CH:24][CH:23]=[C:22]3[C:17]=2[CH:18]=[CH:19][C:20]([CH3:26])=[N:21]3)[CH2:12][CH2:11]1. (3) The catalyst is [Cl-].C([N+](CC)(CC)CC)C1C=CC=CC=1.O. The yield is 0.950. The reactants are [CH3:1][CH:2]1[C:11]2[C:6](=[C:7]([CH3:23])[CH:8]=[C:9]([C:13]([C:15]3[CH:16]=[N:17][N:18]([CH2:21][CH3:22])[C:19]=3[OH:20])=[O:14])[C:10]=2[CH3:12])[S:5](=[O:25])(=[O:24])[CH2:4][CH2:3]1.ClCCl.C(=O)([O-])[O-].[K+].[K+].[CH2:35]([S:38](Cl)(=[O:40])=[O:39])[CH2:36][CH3:37]. The product is [CH3:1][CH:2]1[C:11]2[C:6](=[C:7]([CH3:23])[CH:8]=[C:9]([C:13]([C:15]3[CH:16]=[N:17][N:18]([CH2:21][CH3:22])[C:19]=3[O:20][S:38]([CH2:35][CH2:36][CH3:37])(=[O:40])=[O:39])=[O:14])[C:10]=2[CH3:12])[S:5](=[O:25])(=[O:24])[CH2:4][CH2:3]1. (4) The reactants are F[C:2]1[CH:10]=[C:9]2[C:5]([C:6]([I:20])=[CH:7][N:8]2S(C2C=CC=CC=2)(=O)=O)=[CH:4][CH:3]=1.[F:21][C:22]([F:33])([F:32])C1C=C2C(C=CN2)=CC=1. No catalyst specified. The product is [I:20][C:6]1[C:5]2[C:9](=[CH:10][C:2]([C:22]([F:33])([F:32])[F:21])=[CH:3][CH:4]=2)[NH:8][CH:7]=1. The yield is 0.980. (5) The reactants are [Cl:1][C:2]1[CH:3]=[C:4]([CH:21]=[CH:22][C:23]=1[Cl:24])[CH2:5][NH:6][C:7]1[N:12]=[C:11]([NH:13][CH2:14][CH2:15][CH3:16])[N:10]=[C:9]([NH:17][CH2:18][C:19]#[CH:20])[N:8]=1.Cl.C(OCC)C.Cl.C(ONC1N=C(NCCC)N=C(NCC#C)N=1)(C)(C)C. No catalyst specified. The product is [ClH:1].[Cl:1][C:2]1[CH:3]=[C:4]([CH:21]=[CH:22][C:23]=1[Cl:24])[CH2:5][NH:6][C:7]1[N:8]=[C:9]([NH:17][CH2:18][CH2:19][CH3:20])[N:10]=[C:11]([NH:13][CH2:14][C:15]#[CH:16])[N:12]=1. The yield is 1.00. (6) The reactants are Br.[O:2]1[CH:6]=[CH:5][CH:4]=[C:3]1[C:7](SCC1C=CC=CC=1)=[NH:8].[NH2:17][C:18]1[CH:19]=[CH:20][C:21]2[N:26]([CH2:27][CH2:28][N:29]([CH3:37])[C:30](=[O:36])[O:31][C:32]([CH3:35])([CH3:34])[CH3:33])[CH2:25][CH2:24][S:23][C:22]=2[CH:38]=1. The catalyst is CCO. The product is [O:2]1[CH:6]=[CH:5][CH:4]=[C:3]1[C:7](=[NH:8])[NH:17][C:18]1[CH:19]=[CH:20][C:21]2[N:26]([CH2:27][CH2:28][N:29]([CH3:37])[C:30](=[O:36])[O:31][C:32]([CH3:33])([CH3:34])[CH3:35])[CH2:25][CH2:24][S:23][C:22]=2[CH:38]=1. The yield is 0.900. (7) The reactants are [N:1]1([CH2:7][CH2:8][C:9]([C:11]2[CH:12]=[C:13]([C:17]3[CH:22]=[CH:21][N:20]=[C:19]([NH:23]C(=O)C4C=CC=CC=4)[CH:18]=3)[CH:14]=[CH:15][CH:16]=2)=[O:10])[CH2:6][CH2:5][O:4][CH2:3][CH2:2]1.[OH-].[Na+]. The catalyst is Cl.C(Cl)Cl. The product is [NH2:23][C:19]1[CH:18]=[C:17]([C:13]2[CH:12]=[C:11]([C:9](=[O:10])[CH2:8][CH2:7][N:1]3[CH2:6][CH2:5][O:4][CH2:3][CH2:2]3)[CH:16]=[CH:15][CH:14]=2)[CH:22]=[CH:21][N:20]=1. The yield is 0.780. (8) The reactants are [Cl:1][C:2]1[CH:11]=[C:10]2[C:5]([N:6]=[C:7]([N:15]3[CH2:20][CH2:19][N:18]([CH3:21])[CH2:17][CH2:16]3)[C:8]3[N:9]2[CH2:12][CH2:13][N:14]=3)=[CH:4][CH:3]=1.C1(Cl)C(=O)C(Cl)=C(Cl)C(=O)C=1Cl. The catalyst is C1(C)C(C)=CC=CC=1. The product is [Cl:1][C:2]1[CH:11]=[C:10]2[C:5]([N:6]=[C:7]([N:15]3[CH2:16][CH2:17][N:18]([CH3:21])[CH2:19][CH2:20]3)[C:8]3[N:9]2[CH:12]=[CH:13][N:14]=3)=[CH:4][CH:3]=1. The yield is 0.740. (9) The reactants are [OH:1][C:2]1[CH:3]=[C:4]([CH:9]=[CH:10][CH:11]=1)[C:5](OC)=O.S(C1C=CC(C)=CC=1)(O)(=O)=O.[NH2:23][CH2:24][CH2:25][NH2:26].[OH-].[Na+]. No catalyst specified. The product is [OH:1][C:2]1[CH:3]=[C:4]([C:5]2[NH:23][CH2:24][CH2:25][N:26]=2)[CH:9]=[CH:10][CH:11]=1. The yield is 0.220. (10) The reactants are [ClH:1].[NH2:2][C:3]1[N:8]=[CH:7][C:6](/[CH:9]=[CH:10]/[C:11]([OH:13])=O)=[CH:5][C:4]=1[CH2:14][N:15]1[CH2:20][CH2:19][N:18]([CH3:21])[CH2:17][CH2:16]1.Cl.CN1CC2C=C(/C=C/C(O)=O)C=NC=2NC(=O)C1.[O:41]1[C:45]2[CH:46]=[CH:47][CH:48]=[CH:49][C:44]=2[CH:43]=[C:42]1[CH2:50][NH:51][CH3:52].CNCC1C=CC2C(=CC=CC=2)C=1CCC. No catalyst specified. The product is [ClH:1].[NH2:2][C:3]1[N:8]=[CH:7][C:6](/[CH:9]=[CH:10]/[C:11]([N:51]([CH2:50][C:42]2[O:41][C:45]3[CH:46]=[CH:47][CH:48]=[CH:49][C:44]=3[CH:43]=2)[CH3:52])=[O:13])=[CH:5][C:4]=1[CH2:14][N:15]1[CH2:20][CH2:19][N:18]([CH3:21])[CH2:17][CH2:16]1. The yield is 0.200.